This data is from Peptide-MHC class II binding affinity with 134,281 pairs from IEDB. The task is: Regression. Given a peptide amino acid sequence and an MHC pseudo amino acid sequence, predict their binding affinity value. This is MHC class II binding data. (1) The peptide sequence is PNYLALLVKYVDGDG. The MHC is HLA-DQA10201-DQB10202 with pseudo-sequence HLA-DQA10201-DQB10202. The binding affinity (normalized) is 0.190. (2) The peptide sequence is AFMLAWNYGVPRVMS. The MHC is HLA-DPA10301-DPB10402 with pseudo-sequence HLA-DPA10301-DPB10402. The binding affinity (normalized) is 0.371.